From a dataset of Full USPTO retrosynthesis dataset with 1.9M reactions from patents (1976-2016). Predict the reactants needed to synthesize the given product. Given the product [Cl:1][C:2]1[CH:7]=[CH:6][C:5]([C@H:8]2[C:12]3[N:13]([CH:22]([CH3:24])[CH3:23])[C:14]([CH:16]4[CH2:21][CH2:20][O:19][CH2:18][CH2:17]4)=[N:15][C:11]=3[C:10](=[O:25])[N:9]2[C:26]2[CH:27]=[C:28]([CH3:36])[C:29]3[N:30]([C:32]([CH3:35])=[N:33][N:34]=3)[CH:31]=2)=[CH:4][CH:3]=1, predict the reactants needed to synthesize it. The reactants are: [Cl:1][C:2]1[CH:7]=[CH:6][C:5]([CH:8]2[C:12]3[N:13]([CH:22]([CH3:24])[CH3:23])[C:14]([CH:16]4[CH2:21][CH2:20][O:19][CH2:18][CH2:17]4)=[N:15][C:11]=3[C:10](=[O:25])[N:9]2[C:26]2[CH:27]=[C:28]([CH3:36])[C:29]3[N:30]([C:32]([CH3:35])=[N:33][N:34]=3)[CH:31]=2)=[CH:4][CH:3]=1.